Dataset: Full USPTO retrosynthesis dataset with 1.9M reactions from patents (1976-2016). Task: Predict the reactants needed to synthesize the given product. (1) Given the product [CH:3]1([O:9][CH2:11][C:12]([OH:14])=[O:13])[CH2:8][CH2:7][CH2:6][CH2:5][CH2:4]1, predict the reactants needed to synthesize it. The reactants are: [H-].[Na+].[CH:3]1([OH:9])[CH2:8][CH2:7][CH2:6][CH2:5][CH2:4]1.Br[CH2:11][C:12]([O:14]CC)=[O:13].O. (2) Given the product [Br:1][C:2]1[CH:3]=[C:4]2[C:9](=[CH:10][CH:11]=1)[N:8]=[C:7]([C:22]1[CH:21]=[CH:42][C:25]3[N:26]=[C:27]([C@@H:29]4[CH2:34][C@@H:33]5[C@@H:31]([CH2:32]5)[N:30]4[C:35]([O:37][C:38]([CH3:40])([CH3:39])[CH3:41])=[O:36])[NH:28][C:24]=3[CH:23]=1)[CH:6]=[N:5]2, predict the reactants needed to synthesize it. The reactants are: [Br:1][C:2]1[CH:3]=[C:4]2[C:9](=[CH:10][CH:11]=1)[N:8]=[C:7](Cl)[CH:6]=[N:5]2.CC1(C)C(C)(C)OB([C:21]2[CH:22]=[CH:23][C:24]3[N:28]=[C:27]([C@@H:29]4[CH2:34][C@@H:33]5[C@@H:31]([CH2:32]5)[N:30]4[C:35]([O:37][C:38]([CH3:41])([CH3:40])[CH3:39])=[O:36])[NH:26][C:25]=3[CH:42]=2)O1.C(=O)(O)[O-].[Na+]. (3) Given the product [CH2:1]([O:3][C:4]([C:6]1([C:9]2[CH:10]=[CH:11][C:12]([C:15]3[CH:20]=[CH:19][C:18]([C:21]4[O:25][N:24]=[C:23]([CH3:26])[C:22]=4[CH2:27][CH2:28][NH:29][C:30](=[O:37])[C:31]4[CH:36]=[CH:35][CH:34]=[CH:33][CH:32]=4)=[CH:17][CH:16]=3)=[CH:13][CH:14]=2)[CH2:8][CH2:7]1)=[O:5])[CH3:2], predict the reactants needed to synthesize it. The reactants are: [CH2:1]([O:3][C:4]([C:6]1([C:9]2[CH:14]=[CH:13][C:12]([C:15]3[CH:20]=[CH:19][C:18]([C:21]4[O:25][N:24]=[C:23]([CH3:26])[C:22]=4[CH2:27][CH2:28][NH2:29])=[CH:17][CH:16]=3)=[CH:11][CH:10]=2)[CH2:8][CH2:7]1)=[O:5])[CH3:2].[C:30](Cl)(=[O:37])[C:31]1[CH:36]=[CH:35][CH:34]=[CH:33][CH:32]=1.C(N(CC)CC)C.